From a dataset of Catalyst prediction with 721,799 reactions and 888 catalyst types from USPTO. Predict which catalyst facilitates the given reaction. (1) The catalyst class is: 8. Reactant: [C:1]([C:3]1[CH:10]=[CH:9][C:6]([CH:7]=O)=[CH:5][CH:4]=1)#[N:2].[C:11]([CH2:13][C:14]([O:16][CH2:17][CH3:18])=[O:15])#[N:12].N1CCCCC1. Product: [CH2:17]([O:16][C:14](=[O:15])[C:13]([C:11]#[N:12])=[CH:7][C:6]1[CH:9]=[CH:10][C:3]([C:1]#[N:2])=[CH:4][CH:5]=1)[CH3:18]. (2) Reactant: [Cl:1][C:2]1[CH:7]=[CH:6][C:5]([C:8]2[S:12][C:11]([C:13](=[O:16])[CH2:14][CH3:15])=[C:10]([C:17]3[CH:22]=[CH:21][C:20]([S:23]([NH2:26])(=[O:25])=[O:24])=[CH:19][CH:18]=3)[C:9]=2[CH3:27])=[CH:4][CH:3]=1.[C:28]([O-])([O-])=O.[K+].[K+].CI. Product: [Cl:1][C:2]1[CH:7]=[CH:6][C:5]([C:8]2[S:12][C:11]([C:13](=[O:16])[CH2:14][CH3:15])=[C:10]([C:17]3[CH:22]=[CH:21][C:20]([S:23]([NH:26][CH3:28])(=[O:24])=[O:25])=[CH:19][CH:18]=3)[C:9]=2[CH3:27])=[CH:4][CH:3]=1. The catalyst class is: 10. (3) Reactant: [CH3:1][O:2][C:3](=[O:11])[C:4]1[CH:9]=[CH:8][CH:7]=[N:6][C:5]=1F.[C:12]([C:14]1[CH:15]=[C:16]([CH:18]=[CH:19][C:20]=1[F:21])[NH2:17])#[N:13]. Product: [C:12]([C:14]1[CH:15]=[C:16]([NH:17][C:5]2[N:6]=[CH:7][CH:8]=[CH:9][C:4]=2[C:3]([O:2][CH3:1])=[O:11])[CH:18]=[CH:19][C:20]=1[F:21])#[N:13]. The catalyst class is: 2.